The task is: Regression. Given a peptide amino acid sequence and an MHC pseudo amino acid sequence, predict their binding affinity value. This is MHC class II binding data.. This data is from Peptide-MHC class II binding affinity with 134,281 pairs from IEDB. (1) The peptide sequence is AAATAGFTVYGAFAA. The MHC is HLA-DPA10103-DPB10401 with pseudo-sequence HLA-DPA10103-DPB10401. The binding affinity (normalized) is 0.343. (2) The peptide sequence is KYMVIQGEPGRVIRG. The MHC is DRB1_0701 with pseudo-sequence DRB1_0701. The binding affinity (normalized) is 0.426. (3) The peptide sequence is PLSVASMTSPLLTWD. The MHC is DRB1_1101 with pseudo-sequence DRB1_1101. The binding affinity (normalized) is 0.386.